Task: Predict which catalyst facilitates the given reaction.. Dataset: Catalyst prediction with 721,799 reactions and 888 catalyst types from USPTO (1) Reactant: [CH2:1]1[CH2:5][O:4][CH2:3][CH2:2]1.[CH3:6][OH:7]. Product: [CH3:6][O:7][C:3](=[O:4])[CH2:2][CH:1]1[CH2:2][CH2:3][O:4][CH2:5][CH2:1]1. The catalyst class is: 45. (2) Reactant: [F:1][C:2]1[CH:7]=[CH:6][C:5]([N:8]2[C:16]3[C:11](=[CH:12][C:13]([O:17][C@@H:18]([C:22]4[CH:27]=[CH:26][CH:25]=[CH:24][CH:23]=4)[C@H:19]([NH2:21])[CH3:20])=[CH:14][CH:15]=3)[CH:10]=[N:9]2)=[CH:4][CH:3]=1.C(N(CC)CC)C.[CH:35]1([C:38](Cl)=[O:39])[CH2:37][CH2:36]1. Product: [F:1][C:2]1[CH:3]=[CH:4][C:5]([N:8]2[C:16]3[C:11](=[CH:12][C:13]([O:17][C@H:18]([C:22]4[CH:23]=[CH:24][CH:25]=[CH:26][CH:27]=4)[C@@H:19]([NH:21][C:38]([CH:35]4[CH2:37][CH2:36]4)=[O:39])[CH3:20])=[CH:14][CH:15]=3)[CH:10]=[N:9]2)=[CH:6][CH:7]=1. The catalyst class is: 4. (3) Reactant: [CH:1]1([CH2:7][S:8][C:9]2[CH:10]=[C:11]([CH:14]=[C:15]([O:17]C)[CH:16]=2)[CH:12]=[O:13])[CH2:6][CH2:5][CH2:4][CH2:3][CH2:2]1.B(Br)(Br)Br. Product: [CH:1]1([CH2:7][S:8][C:9]2[CH:10]=[C:11]([CH:14]=[C:15]([OH:17])[CH:16]=2)[CH:12]=[O:13])[CH2:2][CH2:3][CH2:4][CH2:5][CH2:6]1. The catalyst class is: 2. (4) Reactant: [Cl:1][C:2]1[C:3](=[O:16])[N:4]([C:9]2[CH:14]=[CH:13][C:12]([Cl:15])=[CH:11][CH:10]=2)[N:5]([CH3:8])[C:6]=1[CH3:7].[Br:17]N1C(=O)CCC1=O. Product: [Br:17][CH2:7][C:6]1[N:5]([CH3:8])[N:4]([C:9]2[CH:14]=[CH:13][C:12]([Cl:15])=[CH:11][CH:10]=2)[C:3](=[O:16])[C:2]=1[Cl:1]. The catalyst class is: 53. (5) Reactant: C(Cl)(=O)C.[CH2:5]([N:8]1[C@@H:13]2[C@H:14]([C:16]([O:18][C:19](C)(C)C)=[O:17])[CH2:15][C@@:9]1([C:39]1[CH:44]=[CH:43][CH:42]=[CH:41][CH:40]=1)[C@H:10]([O:23][CH2:24][C:25]1[CH:30]=[C:29]([C:31]([F:34])([F:33])[F:32])[CH:28]=[C:27]([C:35]([F:38])([F:37])[F:36])[CH:26]=1)[CH2:11][CH2:12]2)[CH:6]=[CH2:7]. Product: [CH2:5]([N:8]1[C@@H:13]2[C@H:14]([C:16]([O:18][CH3:19])=[O:17])[CH2:15][C@@:9]1([C:39]1[CH:44]=[CH:43][CH:42]=[CH:41][CH:40]=1)[C@H:10]([O:23][CH2:24][C:25]1[CH:30]=[C:29]([C:31]([F:34])([F:33])[F:32])[CH:28]=[C:27]([C:35]([F:36])([F:37])[F:38])[CH:26]=1)[CH2:11][CH2:12]2)[CH:6]=[CH2:7]. The catalyst class is: 5.